This data is from Reaction yield outcomes from USPTO patents with 853,638 reactions. The task is: Predict the reaction yield, written as a fraction of the theoretical maximum amount of product (1.0 means a 100% yield; for example, 0.34 means a 34% yield). (1) The product is [CH3:10][C:8]1([C:5]2[CH:6]=[CH:7][C:2]([CH3:1])=[CH:3][CH:4]=2)[O:24][CH2:23][CH2:22][O:9]1. The reactants are [CH3:1][C:2]1[CH:7]=[CH:6][C:5]([C:8]([CH3:10])=[O:9])=[CH:4][CH:3]=1.C1(C)C=CC(S(O)(=O)=O)=CC=1.[CH2:22](O)[CH2:23][OH:24]. The catalyst is C1(C)C=CC=CC=1. The yield is 0.590. (2) The reactants are [CH:1]1([CH2:4][S:5][C:6]2[CH:7]=[C:8]([O:28][C:29]3[C:30]([CH3:35])=[N:31][CH:32]=[CH:33][CH:34]=3)[C:9]([NH:12][C:13]3[S:17][N:16]=[C:15]([C@H:18]4[CH2:22][O:21]C5(CCCCC5)[O:19]4)[N:14]=3)=[N:10][CH:11]=2)[CH2:3][CH2:2]1.Cl. The catalyst is C(O)C. The product is [CH:1]1([CH2:4][S:5][C:6]2[CH:7]=[C:8]([O:28][C:29]3[C:30]([CH3:35])=[N:31][CH:32]=[CH:33][CH:34]=3)[C:9]([NH:12][C:13]3[S:17][N:16]=[C:15]([C@H:18]([OH:19])[CH2:22][OH:21])[N:14]=3)=[N:10][CH:11]=2)[CH2:3][CH2:2]1. The yield is 0.577. (3) The reactants are [C:1]([O:5][C:6]([N:8]1[C:12](=[O:13])[CH2:11][CH2:10][C@H:9]1[C:14]([OH:16])=[O:15])=[O:7])([CH3:4])([CH3:3])[CH3:2].[CH2:17](Br)[C:18]1[CH:23]=[CH:22][CH:21]=[CH:20][CH:19]=1.C(=O)([O-])[O-].[K+].[K+]. The catalyst is CN(C=O)C. The product is [C:1]([O:5][C:6]([N:8]1[C:12](=[O:13])[CH2:11][CH2:10][CH:9]1[C:14]([O:16][CH2:17][C:18]1[CH:23]=[CH:22][CH:21]=[CH:20][CH:19]=1)=[O:15])=[O:7])([CH3:4])([CH3:2])[CH3:3]. The yield is 0.590. (4) The reactants are [CH2:1]([O:3][C:4]([CH:6]1[CH2:8][CH:7]1[C:9]1[CH:14]=[CH:13][C:12]([O:15]C)=[CH:11][C:10]=1[F:17])=[O:5])[CH3:2].B(Br)(Br)Br.CCO. The catalyst is C(Cl)Cl. The product is [CH2:1]([O:3][C:4]([CH:6]1[CH2:8][CH:7]1[C:9]1[CH:14]=[CH:13][C:12]([OH:15])=[CH:11][C:10]=1[F:17])=[O:5])[CH3:2]. The yield is 0.970. (5) The reactants are [Cl:1][C:2]1[CH:3]=[CH:4][C:5]([N:8]2[CH:12]=[C:11]([CH2:13][OH:14])[C:10]([CH:15]([CH3:17])[CH3:16])=[N:9]2)=[N:6][CH:7]=1. The catalyst is [O-2].[O-2].[Mn+4].O1CCCC1. The product is [Cl:1][C:2]1[CH:3]=[CH:4][C:5]([N:8]2[CH:12]=[C:11]([CH:13]=[O:14])[C:10]([CH:15]([CH3:17])[CH3:16])=[N:9]2)=[N:6][CH:7]=1. The yield is 0.930. (6) The reactants are [CH3:1][C:2]1[N:3]=[C:4]2[CH:12]=[CH:11][CH:10]=[C:9]3[N:5]2[C:6]=1[C:7](=[O:29])[N:8]3[CH2:13][CH2:14][CH2:15][CH2:16][CH2:17][N:18]1C(=O)C2=CC=CC=C2C1=O.O.NN. The catalyst is C(O)C. The product is [NH2:18][CH2:17][CH2:16][CH2:15][CH2:14][CH2:13][N:8]1[C:9]2[N:5]3[C:4](=[N:3][C:2]([CH3:1])=[C:6]3[C:7]1=[O:29])[CH:12]=[CH:11][CH:10]=2. The yield is 0.796. (7) The reactants are [C:1]([O:5][C:6](=[O:37])[NH:7][C@@H:8]1[CH2:13][CH2:12][CH2:11][N:10]([C:14]2[CH:19]=[CH:18][C:17]([NH:20][C:21]3[C:30]4[C:25](=[CH:26][CH:27]=[C:28](Cl)[N:29]=4)[N:24]=[CH:23][C:22]=3[C:32]([CH:34]3[CH2:36][CH2:35]3)=[O:33])=[CH:16][N:15]=2)[CH2:9]1)([CH3:4])([CH3:3])[CH3:2].[Cl:38][C:39]1[CH:44]=[C:43](B2OC(C)(C)C(C)(C)O2)[CH:42]=[C:41]([Cl:54])[C:40]=1[OH:55]. No catalyst specified. The product is [C:1]([O:5][C:6](=[O:37])[NH:7][C@@H:8]1[CH2:13][CH2:12][CH2:11][N:10]([C:14]2[CH:19]=[CH:18][C:17]([NH:20][C:21]3[C:30]4[C:25](=[CH:26][CH:27]=[C:28]([C:43]5[CH:44]=[C:39]([Cl:38])[C:40]([OH:55])=[C:41]([Cl:54])[CH:42]=5)[N:29]=4)[N:24]=[CH:23][C:22]=3[C:32]([CH:34]3[CH2:36][CH2:35]3)=[O:33])=[CH:16][N:15]=2)[CH2:9]1)([CH3:4])([CH3:3])[CH3:2]. The yield is 0.640.